Dataset: Experimentally validated miRNA-target interactions with 360,000+ pairs, plus equal number of negative samples. Task: Binary Classification. Given a miRNA mature sequence and a target amino acid sequence, predict their likelihood of interaction. (1) The miRNA is cel-miR-240-3p with sequence UACUGGCCCCCAAAUCUUCGCU. The protein sequence of the target gene is MATPRGLGALLLLLLLPTSGQEKPTEGPRNTCLGSNNMYDIFNLNDKALCFTKCRQSGSDSCNVENLQRYWLNYEAHLMKEGLTQKVNTPFLKALVQNLSTNTAEDFYFSLEPSQVPRQVMKDEDKPPDRVRLPKSLFRSLPGNRSVVRLAVTILDIGPGTLFKGPRLGLGDGSGVLNNRLVGLSVGQMHVTKLAEPLEIVFSHQRPPPNMTLTCVFWDVTKGTTGDWSSEGCSTEVRPEGTVCCCDHLTFFALLLRPTLDQSTVHILTRISQAGCGVSMIFLAFTIILYAFLRLSRERF.... Result: 0 (no interaction). (2) The miRNA is hsa-miR-1275 with sequence GUGGGGGAGAGGCUGUC. The protein sequence of the target gene is MPSLVVSGIMERNGGFGELGCFGGSAKDRGLLEDERALQLALDQLCLLGLGEPPAPTAGEDGGGGGGGAPAQPAAPPQPAPPPPPAAPPAAPTAAPAAQTPQPPTAPKGASDAKLCALYKEAELRLKGSSNTTECVPVPTSEHVAEIVGRQGCKIKALRAKTNTYIKTPVRGEEPVFMVTGRREDVATARREIISAAEHFSMIRASRNKSGAAFGVAPALPGQVTIRVRVPYRVVGLVVGPKGATIKRIQQQTNTYIITPSRDRDPVFEITGAPGNVERAREEIETHIAVRTGKILEYNN.... Result: 1 (interaction). (3) The miRNA is hsa-miR-4660 with sequence UGCAGCUCUGGUGGAAAAUGGAG. Result: 1 (interaction). The protein sequence of the target gene is MAMFRSLVASAQQRQPPAGPAGGDSGLEAQYTCPICLEVYHRPVAIGSCGHTFCGECLQPCLQVPSPLCPLCRLPFDPKKVDKATHVEKQLSSYKAPCRGCNKKVTLAKMRVHISSCLKVQEQMANCPKFVPVVPTSQPIPSNIPNRSTFACPYCGARNLDQQELVKHCVESHRSDPNRVVCPICSAMPWGDPSYKSANFLQHLLHRHKFSYDTFVDYSIDEEAAFQAALALSLSEN. (4) Result: 0 (no interaction). The protein sequence of the target gene is MADTVLFEFLHTEMVAELWAHDPDPGPGGQKMSLSVLEGMGFRVGQALGERLPRETLAFREELDVLKFLCKDLWVAVFQKQMDSLRTNHQGTYVLQDNSFPLLLPMASGLQYLEEAPKFLAFTCGLLRGALYTLGIESVVTASVAALPVCKFQVVIPKS. The miRNA is mmu-miR-488-5p with sequence CCCAGAUAAUAGCACUCUCAA. (5) The miRNA is hsa-miR-421 with sequence AUCAACAGACAUUAAUUGGGCGC. The protein sequence of the target gene is MEGQRTQRRGYLKDKATVSNLVEEEMENGMDGEEEDGGDEDKRKKVMERVRGPSTDRVPSRLCQVDRCTVNLTEAKQYYRRHRVCEVHAKASAATVAGVRQRFCQQCSRFHELPEFDEAKRSCRRRLAGHNERRRKISGDSFGEGSGRRGFSGQLIQTQERNRVDRKLPMTNSSFKRPQIR. Result: 0 (no interaction). (6) The miRNA is mmu-miR-804 with sequence UGUGAGUUGUUCCUCACCUGGA. The protein sequence of the target gene is MGILEKISEIEKEIARTQKNKATEYHLGLLKAKLAKYRAQLLEPSKSASSKGEGFDVMKSGDARVALIGFPSVGKSTFLSLMTSTASEAASYEFTTLTCIPGVIEYKGANIQLLDLPGIIEGAAQGKGRGRQVIAVARTADVIIMMLDATKGEVQRSLLEKELESVGIRLNKHKPNIYFKPKKGGGISFNSTVTLTQCSEKLVQLILHEYKIFNAEVLFREDCSPDEFIDVIVGNRVYMPCLYVYNKIDQISMEEVDRLARKPNSVVISCGMKLNLDYLLEMLWEYLALTCIYTKKRGQR.... Result: 0 (no interaction). (7) The miRNA is hsa-miR-5580-3p with sequence CACAUAUGAAGUGAGCCAGCAC. The protein sequence of the target gene is MATSSEEVLLIVKKVRQKKQDGALYLMAERIAWAPEGKDRFTISHMYADIKCQKISPEGKAKIQLQLVLHAGDTTNFHFSNESTAVKERDAVKDLLQQLLPKFKRKANKELEEKNRMLQEDPVLFQLYKDLVVSQVISAEEFWANRLNVNATDSSSTSNHKQDVGISAAFLADVRPQTDGCNGLRYNLTSDIIESIFRTYPAVKMKYAENVPHNMTEKEFWTRFFQSHYFHRDRLNTGSKDLFAECAKIDEKGLKTMVSLGVKNPLLDLTALEDKPLDEGYGISSVPSASNSKSIKENSN.... Result: 1 (interaction).